The task is: Predict the reaction yield, written as a fraction of the theoretical maximum amount of product (1.0 means a 100% yield; for example, 0.34 means a 34% yield).. This data is from Reaction yield outcomes from USPTO patents with 853,638 reactions. (1) The reactants are Br[C:2]1[S:6][N:5]=[CH:4][C:3]=1[N+:7]([O-:9])=[O:8].[CH3:10][C@H:11]1[CH2:16][NH:15][CH2:14][C@@H:13]([NH:17][C:18](=[O:24])[O:19][C:20]([CH3:23])([CH3:22])[CH3:21])[CH2:12]1.CCN(C(C)C)C(C)C. The catalyst is CC(O)C. The product is [CH3:10][C@H:11]1[CH2:16][N:15]([C:2]2[S:6][N:5]=[CH:4][C:3]=2[N+:7]([O-:9])=[O:8])[CH2:14][C@@H:13]([NH:17][C:18](=[O:24])[O:19][C:20]([CH3:23])([CH3:22])[CH3:21])[CH2:12]1. The yield is 0.910. (2) The reactants are [N+:1]([C:4]1[CH:22]=[CH:21][C:7]([O:8][CH2:9][C:10]2[O:14][N:13]=[C:12]([C:15]3[CH:20]=[CH:19][CH:18]=[CH:17][CH:16]=3)[N:11]=2)=[CH:6][CH:5]=1)([O-])=O.S(S([O-])=O)([O-])=O.[Na+].[Na+].C([O-])([O-])=O.[K+].[K+]. The catalyst is CO.C(Cl)Cl. The product is [NH2:1][C:4]1[CH:22]=[CH:21][C:7]([O:8][CH2:9][C:10]2[O:14][N:13]=[C:12]([C:15]3[CH:20]=[CH:19][CH:18]=[CH:17][CH:16]=3)[N:11]=2)=[CH:6][CH:5]=1. The yield is 0.510. (3) The product is [OH:25][CH:5]1[CH2:4][CH2:3][C:2]([CH3:1])([CH3:26])[C:11]2[CH:10]=[C:9]([C:12]#[C:13][C:14]3[CH:15]=[CH:16][C:17]([CH2:20][C:21]([O:23][CH3:24])=[O:22])=[CH:18][CH:19]=3)[CH:8]=[CH:7][C:6]1=2. The reactants are [CH3:1][C:2]1([CH3:26])[C:11]2[CH:10]=[C:9]([C:12]#[C:13][C:14]3[CH:19]=[CH:18][C:17]([CH2:20][C:21]([O:23][CH3:24])=[O:22])=[CH:16][CH:15]=3)[CH:8]=[CH:7][C:6]=2[C:5](=[O:25])[CH2:4][CH2:3]1.[BH4-].[Na+]. The catalyst is CO. The yield is 0.870. (4) The reactants are [C:1]([O-:8])(=[O:7])/[CH:2]=[CH:3]/[C:4]([O-:6])=O.Cl.[C:10]([NH2:18])(=[NH:17])[C:11]1[CH:16]=[CH:15][CH:14]=[CH:13][CH:12]=1.[CH2:19]1[CH2:29][CH2:28]N2[C:22](=NCCC2)[CH2:21][CH2:20]1.N1C=CN=[CH:31]1.[CH3:35][OH:36]. No catalyst specified. The product is [CH2:35]([O:36][C:3]1[C:4](=[O:6])[NH:18][C:10]([C:11]2[CH:16]=[CH:15][CH:14]=[CH:13][CH:12]=2)=[N:17][C:2]=1[C:1]([O:8][CH3:31])=[O:7])[C:19]1[CH:20]=[CH:21][CH:22]=[CH:28][CH:29]=1. The yield is 0.650. (5) The reactants are [Cl:1][C:2]1[C:30]([Cl:31])=[CH:29][CH:28]=[CH:27][C:3]=1[CH2:4][N:5]1[C:9]2[CH:10]=[C:11]([N:18]3[CH2:23][CH2:22][O:21][CH2:20][CH2:19]3)[CH:12]=[C:13]([C:14]([O:16]C)=[O:15])[C:8]=2[N:7]=[C:6]1[CH:24]([F:26])[F:25].[Li+].[OH-]. The catalyst is C1COCC1. The product is [Cl:1][C:2]1[C:30]([Cl:31])=[CH:29][CH:28]=[CH:27][C:3]=1[CH2:4][N:5]1[C:9]2[CH:10]=[C:11]([N:18]3[CH2:23][CH2:22][O:21][CH2:20][CH2:19]3)[CH:12]=[C:13]([C:14]([OH:16])=[O:15])[C:8]=2[N:7]=[C:6]1[CH:24]([F:25])[F:26]. The yield is 0.460. (6) The reactants are [CH3:1][C:2]1[CH:3]=[CH:4][CH:5]=[CH:6][C:7]=1[NH2:8].CCN(CC)CC.[CH3:16][C:17]([CH3:22])([CH3:21])[C:18](Cl)=[O:19]. The catalyst is C(Cl)Cl. The product is [C:2]1([CH3:1])[CH:3]=[CH:4][CH:5]=[CH:6][C:7]=1[NH:8][C:18](=[O:19])[C:17]([CH3:22])([CH3:21])[CH3:16]. The yield is 0.910. (7) The reactants are [C:1]([C:3]([C:12]1([CH3:22])[CH2:17][C:16]([CH3:19])([CH3:18])[CH2:15][C:14]([CH3:21])([CH3:20])[CH2:13]1)([CH2:9][CH:10]=[CH2:11])C(OCC)=O)#[N:2].[Cl-:23].[Li+].[H-].[Al+3].[Li+].[H-].[H-].[H-].[OH-].[Na+]. The catalyst is CS(C)=O.C(OCC)C.O. The product is [ClH:23].[CH3:22][C:12]1([CH:3]([CH2:9][CH:10]=[CH2:11])[CH2:1][NH2:2])[CH2:17][C:16]([CH3:18])([CH3:19])[CH2:15][C:14]([CH3:20])([CH3:21])[CH2:13]1. The yield is 0.310.